This data is from Full USPTO retrosynthesis dataset with 1.9M reactions from patents (1976-2016). The task is: Predict the reactants needed to synthesize the given product. (1) The reactants are: [ClH:1].C1(C[O:6][C:7]2[CH:16]=[C:15]3[C:10]([CH:11]=[CH:12][C:13]([C:17]4[N:21]5[CH:22]=[C:23]([C@@H:26]([N:31]6[CH2:35][CH2:34][C@H:33]([NH2:36])[CH2:32]6)[C:27]([F:30])([F:29])[F:28])[CH:24]=[CH:25][C:20]5=[N:19][N:18]=4)=[N:14]3)=[CH:9][C:8]=2[F:37])CC1. Given the product [ClH:1].[NH2:36][C@H:33]1[CH2:34][CH2:35][N:31]([C@H:26]([C:23]2[CH:24]=[CH:25][C:20]3[N:21]([C:17]([C:13]4[CH:12]=[CH:11][C:10]5[C:15](=[CH:16][C:7]([OH:6])=[C:8]([F:37])[CH:9]=5)[N:14]=4)=[N:18][N:19]=3)[CH:22]=2)[C:27]([F:29])([F:28])[F:30])[CH2:32]1, predict the reactants needed to synthesize it. (2) Given the product [Br:14][C:15]1[S:19][C:18]2=[N:20][C:21]([C:23]([NH:11][CH2:10][C:6]3[CH:7]=[CH:8][CH:9]=[C:4]([O:3][C:2]([F:12])([F:13])[F:1])[CH:5]=3)=[O:24])=[CH:22][N:17]2[CH:16]=1, predict the reactants needed to synthesize it. The reactants are: [F:1][C:2]([F:13])([F:12])[O:3][C:4]1[CH:5]=[C:6]([CH2:10][NH2:11])[CH:7]=[CH:8][CH:9]=1.[Br:14][C:15]1[S:19][C:18]2=[N:20][C:21]([C:23](O)=[O:24])=[CH:22][N:17]2[CH:16]=1. (3) Given the product [Br:1][C:2]1[CH:3]=[C:4]2[C:9](=[CH:10][CH:11]=1)[C:8]([C:12]([CH3:17])=[CH2:13])=[C:7]([O:15][CH3:16])[CH:6]=[CH:5]2, predict the reactants needed to synthesize it. The reactants are: [Br:1][C:2]1[CH:3]=[C:4]2[C:9](=[CH:10][CH:11]=1)[C:8]([C:12](=O)[CH3:13])=[C:7]([O:15][CH3:16])[CH:6]=[CH:5]2.[CH3:17][Mg]Cl. (4) Given the product [Cl:16][C:2]1[N:3]=[C:4]2[C:12]([CH3:13])=[CH:11][CH:10]=[CH:9][N:5]2[C:6](=[O:8])[CH:7]=1, predict the reactants needed to synthesize it. The reactants are: O[C:2]1[N:3]=[C:4]2[C:12]([CH3:13])=[CH:11][CH:10]=[CH:9][N:5]2[C:6](=[O:8])[CH:7]=1.O=P(Cl)(Cl)[Cl:16].[OH-].[Na+]. (5) Given the product [NH2:21][C:5]1[N:4]=[C:3]([Cl:2])[N:20]=[C:19]2[C:6]=1[N:7]=[CH:8][N:9]2[C@H:10]1[C@@H:11]2[O:12][C:24]([CH3:26])([CH3:25])[O:14][C@@H:13]2[C@@H:15]([CH2:16][OH:17])[O:18]1, predict the reactants needed to synthesize it. The reactants are: O.[Cl:2][C:3]1[N:4]=[C:5]([NH2:21])[C:6]2[N:7]=[CH:8][N:9]([C:19]=2[N:20]=1)[C@@H:10]1[O:18][C@H:15]([CH2:16][OH:17])[C@@H:13]([OH:14])[C@H:11]1[OH:12].CO[C:24](OC)([CH3:26])[CH3:25].O.C1(C)C=CC(S(O)(=O)=O)=CC=1.